From a dataset of Catalyst prediction with 721,799 reactions and 888 catalyst types from USPTO. Predict which catalyst facilitates the given reaction. Product: [F:19][C:2]([F:1])([C:8]1[CH:9]=[CH:10][C:11]([S:14][C:15]([F:16])([F:17])[F:18])=[CH:12][CH:13]=1)[C:3]([OH:5])=[O:4]. Reactant: [F:1][C:2]([F:19])([C:8]1[CH:13]=[CH:12][C:11]([S:14][C:15]([F:18])([F:17])[F:16])=[CH:10][CH:9]=1)[C:3]([O:5]CC)=[O:4].[OH-].[Na+]. The catalyst class is: 5.